From a dataset of Reaction yield outcomes from USPTO patents with 853,638 reactions. Predict the reaction yield, written as a fraction of the theoretical maximum amount of product (1.0 means a 100% yield; for example, 0.34 means a 34% yield). (1) The reactants are [CH2:1]1[CH:5]2[CH:6]([C:8]3ON=C(N)[N:9]=3)C[N:3]([CH2:4]2)[CH2:2]1.[C:14]([Cu])#[N:15].CN(C=[O:21])C. The catalyst is O. The product is [N:15]1[O:21][N:9]=[C:8]2[CH:6]=[C:5]([C:4]#[N:3])[CH:1]=[CH:2][C:14]=12. The yield is 0.480. (2) The reactants are C12BC(CCC1)CCC2.[CH2:10]=[C:11]1[CH2:16][CH2:15][N:14]([C:17]([O:19][C:20]([CH3:23])([CH3:22])[CH3:21])=[O:18])[CH2:13][CH2:12]1.[CH3:24][C:25]1[CH:30]=C(OS(C(F)(F)F)(=O)=O)[CH:28]=[CH:27][C:26]=1[C:39]1[C:40]2[CH:47]=[C:46]([C:48]([O:50][CH3:51])=[O:49])[CH:45]=[CH:44][C:41]=2[S:42][CH:43]=1.C([O-])([O-])=O.[K+].[K+]. The catalyst is C1C=CC(P(C2C=CC=CC=2)[C-]2C=CC=C2)=CC=1.C1C=CC(P(C2C=CC=CC=2)[C-]2C=CC=C2)=CC=1.Cl[Pd]Cl.[Fe+2].C(Cl)Cl.O.CN(C=O)C. The product is [CH3:51][O:50][C:48]([C:46]1[CH:45]=[CH:44][C:41]2[S:42][CH:43]=[C:39]([C:26]3[CH:27]=[CH:28][C:10]([CH:11]4[CH2:16][CH2:15][N:14]([C:17]([O:19][C:20]([CH3:23])([CH3:22])[CH3:21])=[O:18])[CH2:13][CH2:12]4)=[CH:24][C:25]=3[CH3:30])[C:40]=2[CH:47]=1)=[O:49]. The yield is 0.708. (3) The reactants are [F:1][C:2]1[CH:7]=[CH:6][CH:5]=[C:4]([F:8])[C:3]=1[N:9]1[C:14]2[N:15]=[C:16](S(C)=O)[N:17]=[C:18]([C:19]3[CH:20]=[C:21]([CH:28]=[CH:29][C:30]=3[CH3:31])[C:22]([NH:24][CH:25]([CH3:27])[CH3:26])=[O:23])[C:13]=2[CH2:12][NH:11][C:10]1=[O:35].[CH3:36][N:37]1[CH2:42][CH2:41][NH:40][CH2:39][CH2:38]1. The catalyst is C(Cl)Cl. The product is [F:1][C:2]1[CH:7]=[CH:6][CH:5]=[C:4]([F:8])[C:3]=1[N:9]1[C:14]2[N:15]=[C:16]([N:40]3[CH2:41][CH2:42][N:37]([CH3:36])[CH2:38][CH2:39]3)[N:17]=[C:18]([C:19]3[CH:20]=[C:21]([CH:28]=[CH:29][C:30]=3[CH3:31])[C:22]([NH:24][CH:25]([CH3:27])[CH3:26])=[O:23])[C:13]=2[CH2:12][NH:11][C:10]1=[O:35]. The yield is 0.900. (4) The reactants are [F:1][C:2]1[CH:3]=[CH:4][C:5]2[S:9][C:8]([S:10](O)(=[O:12])=[O:11])=[C:7]([CH3:14])[C:6]=2[CH:15]=1.O=P(Cl)(Cl)[Cl:18]. No catalyst specified. The product is [F:1][C:2]1[CH:3]=[CH:4][C:5]2[S:9][C:8]([S:10]([Cl:18])(=[O:12])=[O:11])=[C:7]([CH3:14])[C:6]=2[CH:15]=1. The yield is 0.930. (5) The reactants are [C:1]([C:3]1([C:7]2(O)[CH2:11][CH2:10][N:9]([C:12]([O:14][C:15]([CH3:18])([CH3:17])[CH3:16])=[O:13])[CH2:8]2)[CH2:6][CH2:5][CH2:4]1)#[N:2].O=P(Cl)(Cl)Cl.C(OCC)(=O)C. The catalyst is N1C=CC=CC=1. The product is [C:1]([C:3]1([C:7]2[CH2:8][N:9]([C:12]([O:14][C:15]([CH3:18])([CH3:17])[CH3:16])=[O:13])[CH2:10][CH:11]=2)[CH2:6][CH2:5][CH2:4]1)#[N:2]. The yield is 0.443. (6) The reactants are CCN(C(C)C)C(C)C.[Cl:10][C:11]1[C:12]([S:20]([CH2:23][CH3:24])(=[O:22])=[O:21])=[C:13]([CH2:18][NH2:19])[CH:14]=[C:15]([Cl:17])[CH:16]=1.[CH3:25][C:26]([O:29][C:30]([N:32]1[CH2:37][CH2:36][N:35]([CH2:38][C:39]2[CH:47]=[CH:46][C:42]([C:43]([O-])=[O:44])=[CH:41][C:40]=2[C:48]([F:51])([F:50])[F:49])[CH2:34][CH2:33]1)=[O:31])([CH3:28])[CH3:27].CN(C(ON1N=NC2C=CC=NC1=2)=[N+](C)C)C.F[P-](F)(F)(F)(F)F. The catalyst is CN(C=O)C.O. The product is [Cl:10][C:11]1[C:12]([S:20]([CH2:23][CH3:24])(=[O:22])=[O:21])=[C:13]([CH2:18][NH:19][C:43]([C:42]2[CH:46]=[CH:47][C:39]([CH2:38][N:35]3[CH2:34][CH2:33][N:32]([C:30]([O:29][C:26]([CH3:27])([CH3:28])[CH3:25])=[O:31])[CH2:37][CH2:36]3)=[C:40]([C:48]([F:50])([F:51])[F:49])[CH:41]=2)=[O:44])[CH:14]=[C:15]([Cl:17])[CH:16]=1. The yield is 0.690.